This data is from Forward reaction prediction with 1.9M reactions from USPTO patents (1976-2016). The task is: Predict the product of the given reaction. Given the reactants C([O:8][C:9]1[C:14]([CH2:15][N:16]2[CH2:25][CH2:24][C:23]3[C:18](=[C:19]([Cl:33])[C:20]([O:26][CH:27]([CH3:32])[C:28]([F:31])([F:30])[F:29])=[CH:21][CH:22]=3)[C:17]2=[O:34])=[C:13]([CH3:35])[CH:12]=[C:11]([CH3:36])[N:10]=1)C1C=CC=CC=1.C(O)(C(F)(F)F)=O, predict the reaction product. The product is: [Cl:33][C:19]1[C:20]([O:26][CH:27]([CH3:32])[C:28]([F:31])([F:29])[F:30])=[CH:21][CH:22]=[C:23]2[C:18]=1[C:17](=[O:34])[N:16]([CH2:15][C:14]1[C:9](=[O:8])[NH:10][C:11]([CH3:36])=[CH:12][C:13]=1[CH3:35])[CH2:25][CH2:24]2.